Dataset: Reaction yield outcomes from USPTO patents with 853,638 reactions. Task: Predict the reaction yield, written as a fraction of the theoretical maximum amount of product (1.0 means a 100% yield; for example, 0.34 means a 34% yield). (1) The reactants are [C:1]([N:20]1[CH:24]=[C:23]([CH:25]=[O:26])[N:22]=[CH:21]1)([C:14]1[CH:19]=[CH:18][CH:17]=[CH:16][CH:15]=1)([C:8]1[CH:13]=[CH:12][CH:11]=[CH:10][CH:9]=1)[C:2]1[CH:7]=[CH:6][CH:5]=[CH:4][CH:3]=1.Cl.[C:28]([O:31][CH2:32][CH3:33])(=[O:30])[CH3:29]. The catalyst is O1CCCC1. The product is [OH:26][CH:25]([C:23]1[N:22]=[CH:21][N:20]([C:1]([C:14]2[CH:15]=[CH:16][CH:17]=[CH:18][CH:19]=2)([C:8]2[CH:9]=[CH:10][CH:11]=[CH:12][CH:13]=2)[C:2]2[CH:7]=[CH:6][CH:5]=[CH:4][CH:3]=2)[CH:24]=1)[CH2:29][C:28]([O:31][CH2:32][CH3:33])=[O:30]. The yield is 0.920. (2) The reactants are [O:1]1[C:5]2([CH2:10][CH2:9][CH:8]([N:11]3[C:16](=[O:17])[C:15]([CH2:18][C:19]4[CH:24]=[CH:23][C:22]([C:25]5[C:26]([C:31]#[N:32])=[CH:27][CH:28]=[CH:29][CH:30]=5)=[CH:21][CH:20]=4)=[C:14]([CH2:33][CH2:34][CH3:35])[N:13]4[N:36]=[C:37]([CH3:39])[N:38]=[C:12]34)[CH2:7][CH2:6]2)[O:4][CH2:3][CH2:2]1.C([BH3-])#N.[Na+].B(F)(F)F.CCOCC.C(=O)([O-])O.[Na+]. The catalyst is O1CCCC1. The product is [OH:1][CH2:2][CH2:3][O:4][C@H:5]1[CH2:10][CH2:9][C@H:8]([N:11]2[C:16](=[O:17])[C:15]([CH2:18][C:19]3[CH:24]=[CH:23][C:22]([C:25]4[C:26]([C:31]#[N:32])=[CH:27][CH:28]=[CH:29][CH:30]=4)=[CH:21][CH:20]=3)=[C:14]([CH2:33][CH2:34][CH3:35])[N:13]3[N:36]=[C:37]([CH3:39])[N:38]=[C:12]23)[CH2:7][CH2:6]1. The yield is 0.580. (3) The reactants are [CH3:1][C:2]1[NH:6][CH:5]=[C:4]([CH2:7][C:8]([OH:10])=[O:9])[CH:3]=1.[CH:11](OCC)(OCC)[O:12]CC.O. The catalyst is C(O)(C(F)(F)F)=O. The product is [CH:11]([C:5]1[NH:6][C:2]([CH3:1])=[CH:3][C:4]=1[CH2:7][C:8]([OH:10])=[O:9])=[O:12]. The yield is 0.840.